Dataset: Full USPTO retrosynthesis dataset with 1.9M reactions from patents (1976-2016). Task: Predict the reactants needed to synthesize the given product. (1) Given the product [NH4+:9].[OH-:1].[OH:41][C:38]([CH:35]1[CH2:36][CH2:37][N:32]([CH2:2][C:3]2[CH:4]=[CH:5][C:6]([N+:22]([O-:24])=[O:23])=[C:7]([NH:9][C@@H:10]3[CH2:11][CH2:12][C@H:13]([C:16]([NH:18][CH:19]([CH3:21])[CH3:20])=[O:17])[CH2:14][CH2:15]3)[CH:8]=2)[CH2:33][CH2:34]1)([CH3:40])[CH3:39], predict the reactants needed to synthesize it. The reactants are: [OH:1][CH2:2][C:3]1[CH:4]=[CH:5][C:6]([N+:22]([O-:24])=[O:23])=[C:7]([NH:9][C@@H:10]2[CH2:15][CH2:14][C@H:13]([C:16]([NH:18][CH:19]([CH3:21])[CH3:20])=[O:17])[CH2:12][CH2:11]2)[CH:8]=1.S(Cl)(Cl)=O.C(#N)C.[NH:32]1[CH2:37][CH2:36][CH:35]([C:38]([OH:41])([CH3:40])[CH3:39])[CH2:34][CH2:33]1. (2) Given the product [N:8]1([C:6]([O:5][C:1]([CH3:4])([CH3:2])[CH3:3])=[O:7])[CH2:13][CH2:12][N:11]([C:14]([O:16][C:17]([CH3:20])([CH3:19])[CH3:18])=[O:15])[CH2:10][CH:9]1[C:21]([O:23][CH3:24])=[O:22], predict the reactants needed to synthesize it. The reactants are: [C:1]([O:5][C:6]([N:8]1[CH2:13][CH2:12][N:11]([C:14]([O:16][C:17]([CH3:20])([CH3:19])[CH3:18])=[O:15])[CH2:10][CH:9]1[C:21]([OH:23])=[O:22])=[O:7])([CH3:4])([CH3:3])[CH3:2].[C:24]([O-])([O-])=O.[Cs+].[Cs+].CI. (3) Given the product [F:28][C:17]1[CH:18]=[CH:19][C:14]([C:5]2[O:6][C:7]([CH3:8])=[C:3]([CH2:2][I:1])[N:4]=2)=[CH:15][CH:16]=1, predict the reactants needed to synthesize it. The reactants are: [I:1][CH2:2][C:3]1[N:4]=[C:5]([C:14]2[CH:19]=[CH:18][C:17](C)=[CH:16][CH:15]=2)[O:6][C:7]=1[C:8]1C=CC=CC=1.C/C(/C(C)=O)=N\O.[F:28]C1C=CC(C=O)=CC=1. (4) Given the product [CH2:7]([N:10]1[C:18](=[O:19])[C:17]2[C:12](=[N:13][C:14]([S:20][CH3:21])=[N:15][CH:16]=2)[N:11]1[C:23]1[CH:28]=[CH:27][CH:26]=[CH:25][N:24]=1)[CH:8]=[CH2:9], predict the reactants needed to synthesize it. The reactants are: CNCCNC.[CH2:7]([N:10]1[C:18](=[O:19])[C:17]2[C:12](=[N:13][C:14]([S:20][CH3:21])=[N:15][CH:16]=2)[NH:11]1)[CH:8]=[CH2:9].I[C:23]1[CH:28]=[CH:27][CH:26]=[CH:25][N:24]=1.C(=O)([O-])[O-].[K+].[K+].N. (5) Given the product [CH2:3]([NH:5][C:6]([NH:8][C:9]1[N:14]=[CH:13][C:12]([C:15]2[CH:16]=[N:17][CH:18]=[C:19]([C:21]([OH:23])=[O:22])[CH:20]=2)=[C:11]([C:26]2[S:27][CH:28]=[C:29]([C:31]([F:34])([F:33])[F:32])[N:30]=2)[CH:10]=1)=[O:7])[CH3:4], predict the reactants needed to synthesize it. The reactants are: [Li+].[OH-].[CH2:3]([NH:5][C:6]([NH:8][C:9]1[N:14]=[CH:13][C:12]([C:15]2[CH:16]=[N:17][CH:18]=[C:19]([C:21]([O:23]CC)=[O:22])[CH:20]=2)=[C:11]([C:26]2[S:27][CH:28]=[C:29]([C:31]([F:34])([F:33])[F:32])[N:30]=2)[CH:10]=1)=[O:7])[CH3:4]. (6) Given the product [CH2:1]([O:8][C:9]([NH:11][CH:12]([P:23]([O:28][CH2:29][CH3:30])([O:25][CH2:26][CH3:27])=[O:24])[C:13]([O:15][CH3:16])=[O:14])=[O:10])[C:2]1[CH:3]=[CH:4][CH:5]=[CH:6][CH:7]=1, predict the reactants needed to synthesize it. The reactants are: [CH2:1]([O:8][C:9]([NH:11][CH:12](OC)[C:13]([O:15][CH3:16])=[O:14])=[O:10])[C:2]1[CH:7]=[CH:6][CH:5]=[CH:4][CH:3]=1.P(Br)(Br)Br.[P:23](OCC)([O:28][CH2:29][CH3:30])([O:25][CH2:26][CH3:27])=[O:24].